This data is from Peptide-MHC class II binding affinity with 134,281 pairs from IEDB. The task is: Regression. Given a peptide amino acid sequence and an MHC pseudo amino acid sequence, predict their binding affinity value. This is MHC class II binding data. (1) The peptide sequence is QKYCPNKICTSKGDS. The MHC is HLA-DQA10301-DQB10302 with pseudo-sequence HLA-DQA10301-DQB10302. The binding affinity (normalized) is 0. (2) The MHC is DRB5_0101 with pseudo-sequence DRB5_0101. The binding affinity (normalized) is 0.728. The peptide sequence is RERLVLTLGAAMVEI. (3) The peptide sequence is MASSSSVLLVVALFA. The MHC is HLA-DPA10103-DPB10401 with pseudo-sequence HLA-DPA10103-DPB10401. The binding affinity (normalized) is 0.336. (4) The peptide sequence is GELQGVDKIDAAFKI. The MHC is DRB1_0404 with pseudo-sequence DRB1_0404. The binding affinity (normalized) is 0.444. (5) The peptide sequence is KMYFNLIDTKCYK. The MHC is DRB1_1301 with pseudo-sequence DRB1_1301. The binding affinity (normalized) is 0.625. (6) The peptide sequence is AFKVAATASNAAPAN. The MHC is DRB1_0802 with pseudo-sequence DRB1_0802. The binding affinity (normalized) is 0.904.